From a dataset of Full USPTO retrosynthesis dataset with 1.9M reactions from patents (1976-2016). Predict the reactants needed to synthesize the given product. (1) Given the product [OH:20][N:21]=[C:7]1[C:6]2[CH:5]=[CH:4][C:3]([O:2][CH3:1])=[CH:15][C:14]=2[C:13]2[C:8]1=[CH:9][CH:10]=[C:11]([O:16][CH3:17])[CH:12]=2, predict the reactants needed to synthesize it. The reactants are: [CH3:1][O:2][C:3]1[CH:4]=[CH:5][C:6]2[C:7](=O)[C:8]3[C:13]([C:14]=2[CH:15]=1)=[CH:12][C:11]([O:16][CH3:17])=[CH:10][CH:9]=3.[Cl-].[OH:20][NH3+:21].C(OCC)(=O)C. (2) Given the product [C@@H:1]12[CH2:7][C@@H:4]([CH2:5][CH2:6]1)[CH2:3][C@H:2]2[C:8]([NH:11][C:12]1[S:13][C:14]([C:19]2[CH:24]=[C:23]([CH3:25])[CH:22]=[CH:21][C:20]=2[CH3:26])=[CH:15][C:16]=1[C:17]#[N:18])=[O:10], predict the reactants needed to synthesize it. The reactants are: [C@@H:1]12[CH2:7][C@@H:4]([CH2:5][CH2:6]1)[CH2:3][C@H:2]2[C:8]([OH:10])=O.[NH2:11][C:12]1[S:13][C:14]([C:19]2[CH:24]=[C:23]([CH3:25])[CH:22]=[CH:21][C:20]=2[CH3:26])=[CH:15][C:16]=1[C:17]#[N:18]. (3) Given the product [CH3:27][C:24]1[CH:25]=[CH:26][C:21]([NH:20][C:18](=[O:19])[C:17]2[CH:40]=[C:41]([C:44]([F:45])([F:46])[F:47])[CH:42]=[CH:43][C:16]=2[NH:8][CH2:7][CH2:6][N:1]2[CH2:5][CH2:4][CH2:3][CH2:2]2)=[CH:22][C:23]=1[C:28]1[CH:29]=[C:30]2[C:35](=[CH:36][CH:37]=1)[N:34]=[C:33]([NH:38][CH3:39])[N:32]=[CH:31]2, predict the reactants needed to synthesize it. The reactants are: [N:1]1([CH2:6][CH2:7][NH2:8])[CH2:5][CH2:4][CH2:3][CH2:2]1.C([O-])([O-])=O.[K+].[K+].F[C:16]1[CH:43]=[CH:42][C:41]([C:44]([F:47])([F:46])[F:45])=[CH:40][C:17]=1[C:18]([NH:20][C:21]1[CH:26]=[CH:25][C:24]([CH3:27])=[C:23]([C:28]2[CH:29]=[C:30]3[C:35](=[CH:36][CH:37]=2)[N:34]=[C:33]([NH:38][CH3:39])[N:32]=[CH:31]3)[CH:22]=1)=[O:19]. (4) Given the product [C:11]([O:10][C:9]([NH:8][CH:16]([C:17]1[CH:18]=[CH:19][CH:20]=[CH:21][CH:22]=1)[C:36]1[CH:37]=[C:38]([CH:33]=[CH:34][CH:35]=1)[O:42][CH2:24][C:25]([O:27][CH3:28])=[O:26])=[O:15])([CH3:12])([CH3:13])[CH3:14], predict the reactants needed to synthesize it. The reactants are: OC1C=C([N:8]([CH2:16][C:17]2[CH:22]=[CH:21][CH:20]=[CH:19][CH:18]=2)[C:9](=[O:15])[O:10][C:11]([CH3:14])([CH3:13])[CH3:12])C=CC=1.Br[CH2:24][C:25]([O:27][CH3:28])=[O:26].BrCCC[CH2:33][CH2:34][CH2:35][CH2:36][CH2:37][CH:38]1[O:42]CCO1. (5) Given the product [F:22][C:2]([F:1])([F:21])[C:3]([C:5]1[CH:10]=[CH:9][C:8]([S:11]([CH3:14])(=[O:13])=[O:12])=[CH:7][C:6]=1[C:15]1[CH:16]=[CH:17][CH:18]=[CH:19][CH:20]=1)=[O:4], predict the reactants needed to synthesize it. The reactants are: [F:1][C:2]([F:22])([F:21])[CH:3]([C:5]1[CH:10]=[CH:9][C:8]([S:11]([CH3:14])(=[O:13])=[O:12])=[CH:7][C:6]=1[C:15]1[CH:20]=[CH:19][CH:18]=[CH:17][CH:16]=1)[OH:4].CC(OI1(OC(C)=O)(OC(C)=O)OC(=O)C2C=CC=CC1=2)=O.